Task: Predict hERG channel inhibition at various concentrations.. Dataset: hERG Central: cardiac toxicity at 1µM, 10µM, and general inhibition (1) The compound is O=C(NCCN1CCN(C(=O)c2cccs2)CC1)C(=O)Nc1ccc(Br)cc1. Results: hERG_inhib (hERG inhibition (general)): blocker. (2) The compound is COCc1cc(CN2CCN(CCCc3ccccc3)C(CCO)C2)ccc1OC. Results: hERG_inhib (hERG inhibition (general)): blocker.